The task is: Predict the product of the given reaction.. This data is from Forward reaction prediction with 1.9M reactions from USPTO patents (1976-2016). (1) The product is: [CH2:12]([S:4][CH2:3][C@@H:2]([C:5]([OH:7])=[O:6])[NH2:1])[CH:11]=[CH2:10]. Given the reactants [NH2:1][C@H:2]([C:5]([OH:7])=[O:6])[CH2:3][SH:4].[OH-].[Na+].[CH2:10](Br)[CH:11]=[CH2:12].C(O)(=O)C, predict the reaction product. (2) Given the reactants [CH3:1][C:2]1[N:3]([N:13]([CH2:21][C:22]#[CH:23])C(=O)OC(C)(C)C)[CH:4]=[C:5]([C:7]2[CH:8]=[N:9][CH:10]=[CH:11][CH:12]=2)[N:6]=1.FC(F)(F)C(O)=O, predict the reaction product. The product is: [CH3:1][C:2]1[N:3]([NH:13][CH2:21][C:22]#[CH:23])[CH:4]=[C:5]([C:7]2[CH:8]=[N:9][CH:10]=[CH:11][CH:12]=2)[N:6]=1. (3) Given the reactants F[P-](F)(F)(F)(F)F.N1(O[P+](N(C)C)(N(C)C)N(C)C)C2C=CC=CC=2N=N1.C[O:29][C:30](=[O:60])[CH2:31][C@H:32]([NH2:59])[C:33]([N:35]([CH2:54][CH2:55][CH2:56][CH2:57][CH3:58])[CH2:36][C:37]1[CH:42]=[CH:41][C:40]([C:43]2[CH:48]=[CH:47][CH:46]=[CH:45][C:44]=2[C:49]2[NH:53][N:52]=[N:51][N:50]=2)=[CH:39][CH:38]=1)=[O:34].C([S:64][CH2:65][CH:66]([CH2:70][CH:71]([CH3:73])[CH3:72])[C:67](O)=[O:68])(=O)C.CCN(C(C)C)C(C)C, predict the reaction product. The product is: [SH:64][CH2:65][CH:66]([CH2:70][CH:71]([CH3:73])[CH3:72])[C:67]([NH:59][C@H:32]([C:33]([N:35]([CH2:54][CH2:55][CH2:56][CH2:57][CH3:58])[CH2:36][C:37]1[CH:38]=[CH:39][C:40]([C:43]2[CH:48]=[CH:47][CH:46]=[CH:45][C:44]=2[C:49]2[NH:53][N:52]=[N:51][N:50]=2)=[CH:41][CH:42]=1)=[O:34])[CH2:31][C:30]([OH:29])=[O:60])=[O:68]. (4) Given the reactants [F:1][C:2]([F:40])([F:39])[C:3]1[CH:4]=[C:5]([CH:32]=[C:33]([C:35]([F:38])([F:37])[F:36])[CH:34]=1)[C:6]([N:8]1[CH2:13][CH2:12][C@H:11]([N:14]2[CH2:19][CH2:18][N:17](C(=O)C(F)(F)F)[CH2:16][CH2:15]2)[C@H:10]([C:26]2[CH:31]=[CH:30][CH:29]=[CH:28][CH:27]=2)[CH2:9]1)=[O:7].O.C(=O)([O-])[O-].[K+].[K+], predict the reaction product. The product is: [F:39][C:2]([F:1])([F:40])[C:3]1[CH:4]=[C:5]([C:6]([N:8]2[CH2:13][CH2:12][C@H:11]([N:14]3[CH2:19][CH2:18][NH:17][CH2:16][CH2:15]3)[C@H:10]([C:26]3[CH:31]=[CH:30][CH:29]=[CH:28][CH:27]=3)[CH2:9]2)=[O:7])[CH:32]=[C:33]([C:35]([F:36])([F:37])[F:38])[CH:34]=1. (5) Given the reactants [CH3:1][O:2][C:3]1[CH:4]=[C:5]2[C:10](=[CH:11][CH:12]=1)[O:9][CH2:8][CH2:7][CH:6]2[C:13]#[N:14].[C:15]([O-])(=[O:17])[CH3:16].[Na+], predict the reaction product. The product is: [CH3:1][O:2][C:3]1[CH:4]=[C:5]2[C:10](=[CH:11][CH:12]=1)[O:9][CH2:8][CH2:7][CH:6]2[CH2:13][NH:14][C:15](=[O:17])[CH3:16]. (6) Given the reactants [CH2:1]([N:3]1[C:11]2[C:6](=[CH:7][CH:8]=[CH:9][CH:10]=2)[CH2:5][C:4]1=[O:12])[CH3:2].[C:13](Cl)(=[O:16])[CH2:14][CH3:15], predict the reaction product. The product is: [CH2:1]([N:3]1[C:11]2[C:6](=[CH:7][C:8]([C:13](=[O:16])[CH2:14][CH3:15])=[CH:9][CH:10]=2)[CH2:5][C:4]1=[O:12])[CH3:2].